Dataset: Forward reaction prediction with 1.9M reactions from USPTO patents (1976-2016). Task: Predict the product of the given reaction. (1) Given the reactants Cl[C:2]1[N:7]=[C:6]([N:8]2[CH2:12][CH2:11][C@:10]([CH:15]3[CH2:17][CH2:16]3)([C:13]#[N:14])[C:9]2=[O:18])[CH:5]=[CH:4][N:3]=1.[NH2:19][C:20]1[CH:32]=[CH:31][C:23]([C:24]([O:26][C:27]([CH3:30])([CH3:29])[CH3:28])=[O:25])=[C:22]([O:33][CH2:34][CH3:35])[CH:21]=1.C(=O)([O-])[O-].[Cs+].[Cs+].C1(P(C2C=CC=CC=2)C2C=CC3C(=CC=CC=3)C=2C2C3C(=CC=CC=3)C=CC=2P(C2C=CC=CC=2)C2C=CC=CC=2)C=CC=CC=1, predict the reaction product. The product is: [C:13]([C@@:10]1([CH:15]2[CH2:17][CH2:16]2)[CH2:11][CH2:12][N:8]([C:6]2[CH:5]=[CH:4][N:3]=[C:2]([NH:19][C:20]3[CH:32]=[CH:31][C:23]([C:24]([O:26][C:27]([CH3:29])([CH3:30])[CH3:28])=[O:25])=[C:22]([O:33][CH2:34][CH3:35])[CH:21]=3)[N:7]=2)[C:9]1=[O:18])#[N:14]. (2) Given the reactants [CH2:1]([N:8]1[C:12]([C:13]2[CH:18]=[CH:17][CH:16]=[CH:15][C:14]=2[C:19]2[CH:24]=[CH:23][C:22]([CH3:25])=[CH:21][CH:20]=2)=[N:11][N:10]=[N:9]1)[C:2]1[CH:7]=[CH:6][CH:5]=[CH:4][CH:3]=1.[Br:26]N1C(C)(C)C(=O)N(Br)C1=O.N(C(C)(C)C#N)=NC(C)(C)C#N, predict the reaction product. The product is: [CH2:1]([N:8]1[C:12]([C:13]2[CH:18]=[CH:17][CH:16]=[CH:15][C:14]=2[C:19]2[CH:20]=[CH:21][C:22]([CH2:25][Br:26])=[CH:23][CH:24]=2)=[N:11][N:10]=[N:9]1)[C:2]1[CH:3]=[CH:4][CH:5]=[CH:6][CH:7]=1. (3) Given the reactants Br[C:2]1[N:3]=[C:4]([NH:10][C:11]2[CH:16]=[CH:15][C:14]([CH:17]3[CH2:22][CH2:21][N:20]([CH3:23])[CH2:19][CH2:18]3)=[CH:13][CH:12]=2)[C:5](=[O:9])[N:6]([CH3:8])[CH:7]=1.[C:24]([O:27][CH2:28][C:29]1[C:34]([N:35]2[CH2:46][CH2:45][N:44]3[C:37](=[CH:38][C:39]4[CH2:40][C:41]([CH3:48])([CH3:47])[CH2:42][C:43]=43)[C:36]2=[O:49])=[CH:33][C:32]([F:50])=[CH:31][C:30]=1B1OC(C)(C)C(C)(C)O1)(=[O:26])[CH3:25], predict the reaction product. The product is: [C:24]([O:27][CH2:28][C:29]1[C:30]([C:2]2[N:3]=[C:4]([NH:10][C:11]3[CH:16]=[CH:15][C:14]([CH:17]4[CH2:22][CH2:21][N:20]([CH3:23])[CH2:19][CH2:18]4)=[CH:13][CH:12]=3)[C:5](=[O:9])[N:6]([CH3:8])[CH:7]=2)=[CH:31][C:32]([F:50])=[CH:33][C:34]=1[N:35]1[CH2:46][CH2:45][N:44]2[C:37](=[CH:38][C:39]3[CH2:40][C:41]([CH3:48])([CH3:47])[CH2:42][C:43]=32)[C:36]1=[O:49])(=[O:26])[CH3:25]. (4) Given the reactants [F:1][C:2]([F:12])([C:6]1[CH:11]=[CH:10][CH:9]=[CH:8][CH:7]=1)[C:3]([NH2:5])=O, predict the reaction product. The product is: [F:1][C:2]([F:12])([C:6]1[CH:7]=[CH:8][CH:9]=[CH:10][CH:11]=1)[CH2:3][NH2:5]. (5) Given the reactants Cl[CH2:2][C:3]1[O:7][N:6]=[C:5]([CH2:8][CH3:9])[N:4]=1.[Cl:10][C:11]1[C:12]([O:34][CH3:35])=[CH:13][C:14]([O:32][CH3:33])=[C:15]([CH2:17][CH2:18][C:19]2([CH:27]3[CH2:31][CH2:30][CH2:29][CH2:28]3)[O:24][C:23](=[O:25])[CH2:22][C:21](=[O:26])[CH2:20]2)[CH:16]=1, predict the reaction product. The product is: [Cl:10][C:11]1[C:12]([O:34][CH3:35])=[CH:13][C:14]([O:32][CH3:33])=[C:15]([CH2:17][CH2:18][C:19]2([CH:27]3[CH2:31][CH2:30][CH2:29][CH2:28]3)[O:24][C:23](=[O:25])[C:22]([CH2:2][C:3]3[O:7][N:6]=[C:5]([CH2:8][CH3:9])[N:4]=3)=[C:21]([OH:26])[CH2:20]2)[CH:16]=1. (6) Given the reactants [Cl:1][C:2]1[CH:3]=[C:4]([C:8]([C:13]2[N:21](S(C3C=CC=CC=3)(=O)=O)[C:16]3=[N:17][CH:18]=[CH:19][CH:20]=[C:15]3[CH:14]=2)=[CH:9][CH:10]([CH3:12])[CH3:11])[CH:5]=[CH:6][CH:7]=1.[OH-].[Na+], predict the reaction product. The product is: [Cl:1][C:2]1[CH:3]=[C:4]([C:8]([C:13]2[NH:21][C:16]3=[N:17][CH:18]=[CH:19][CH:20]=[C:15]3[CH:14]=2)=[CH:9][CH:10]([CH3:12])[CH3:11])[CH:5]=[CH:6][CH:7]=1.